The task is: Predict the reaction yield, written as a fraction of the theoretical maximum amount of product (1.0 means a 100% yield; for example, 0.34 means a 34% yield).. This data is from Reaction yield outcomes from USPTO patents with 853,638 reactions. (1) The reactants are [CH3:1][CH:2]([CH3:8])[C:3](=O)[CH2:4][C:5]#[N:6].Cl.[NH:10]([C:12]1[CH:13]=[N:14][CH:15]=[CH:16][CH:17]=1)[NH2:11]. The catalyst is CCO. The product is [CH:2]([C:3]1[CH:4]=[C:5]([NH2:6])[N:10]([C:12]2[CH:13]=[N:14][CH:15]=[CH:16][CH:17]=2)[N:11]=1)([CH3:8])[CH3:1]. The yield is 0.280. (2) The reactants are Br[C:2]1[C:3]2[C:8]([CH:9]=[C:10]3[C:15]=1[CH:14]=[CH:13][CH:12]=[CH:11]3)=[CH:7][CH:6]=[CH:5][CH:4]=2.[C:16]1(B(O)O)[CH:21]=[CH:20][CH:19]=[CH:18][CH:17]=1.C(=O)([O-])[O-].[K+].[K+].C1(C)C=CC=CC=1P(C1C=CC=CC=1C)C1C=CC=CC=1C. The catalyst is C([O-])(=O)C.[Pd+2].C([O-])(=O)C.COCCOC. The product is [C:16]1([C:2]2[C:3]3[C:8]([CH:9]=[C:10]4[C:15]=2[CH:14]=[CH:13][CH:12]=[CH:11]4)=[CH:7][CH:6]=[CH:5][CH:4]=3)[CH:21]=[CH:20][CH:19]=[CH:18][CH:17]=1. The yield is 0.850. (3) The reactants are [CH2:1]([S:3]([C:6]1[CH:11]=[CH:10][C:9]([F:12])=[CH:8][CH:7]=1)(=[O:5])=[O:4])[CH3:2].[N+:13]([O-])([O-:15])=[O:14].[K+]. The catalyst is S(=O)(=O)(O)O. The product is [CH2:1]([S:3]([C:6]1[CH:11]=[CH:10][C:9]([F:12])=[C:8]([N+:13]([O-:15])=[O:14])[CH:7]=1)(=[O:4])=[O:5])[CH3:2]. The yield is 0.660. (4) The reactants are [CH3:1][NH:2][C:3]1[N:8]=[C:7]([CH2:9][CH2:10][OH:11])[CH:6]=[CH:5][CH:4]=1.C1C=CC(P(C2C=CC=CC=2)C2C=CC=CC=2)=CC=1.O[C:32]1[CH:37]=[CH:36][C:35]([CH:38]2[CH2:40][CH:39]2[CH2:41][C:42]([O:44]CC)=[O:43])=[CH:34][CH:33]=1.N(C(OC(C)C)=O)=NC(OC(C)C)=O.[C:61]([OH:67])([C:63]([F:66])([F:65])[F:64])=[O:62]. The catalyst is C1COCC1. The product is [F:64][C:63]([F:66])([F:65])[C:61]([OH:67])=[O:62].[CH3:1][NH:2][C:3]1[N:8]=[C:7]([CH2:9][CH2:10][O:11][C:32]2[CH:37]=[CH:36][C:35]([CH:38]3[CH2:40][CH:39]3[CH2:41][C:42]([OH:44])=[O:43])=[CH:34][CH:33]=2)[CH:6]=[CH:5][CH:4]=1. The yield is 0.150. (5) The reactants are Br[C:2]1[N:7]=[C:6]2[S:8][C:9]([NH:11][C:12](=[O:23])[C:13]3[CH:18]=[CH:17][C:16]([C:19]([OH:22])([CH3:21])[CH3:20])=[CH:15][CH:14]=3)=[N:10][C:5]2=[CH:4][CH:3]=1.[CH3:24][C:25]1[C:29](B2OC(C)(C)C(C)(C)O2)=[C:28]([CH3:39])[NH:27][N:26]=1. No catalyst specified. The product is [CH3:24][C:25]1[C:29]([C:2]2[N:7]=[C:6]3[S:8][C:9]([NH:11][C:12](=[O:23])[C:13]4[CH:18]=[CH:17][C:16]([C:19]([OH:22])([CH3:21])[CH3:20])=[CH:15][CH:14]=4)=[N:10][C:5]3=[CH:4][CH:3]=2)=[C:28]([CH3:39])[NH:27][N:26]=1. The yield is 0.250. (6) The reactants are C([O:3][C:4]([CH2:6][N:7]([CH2:13][CH2:14][C:15]1[S:16][C:17](Br)=[CH:18][CH:19]=1)[C:8](=[O:12])[O:9][CH2:10][CH3:11])=[O:5])C.[OH-].[Na+]. The catalyst is C(O)C. The product is [CH2:10]([O:9][C:8]([N:7]([CH2:6][C:4]([OH:5])=[O:3])[CH2:13][CH2:14][C:15]1[S:16][CH:17]=[CH:18][CH:19]=1)=[O:12])[CH3:11]. The yield is 0.740. (7) The yield is 0.964. The reactants are C(OC([N:8]1[CH2:13][CH2:12][CH:11]([S:14][C:15]2[CH:20]=[CH:19][C:18]([Cl:21])=[CH:17][CH:16]=2)[CH2:10][CH2:9]1)=O)(C)(C)C.FC(F)(F)C(O)=O. The catalyst is C(Cl)Cl. The product is [Cl:21][C:18]1[CH:17]=[CH:16][C:15]([S:14][CH:11]2[CH2:12][CH2:13][NH:8][CH2:9][CH2:10]2)=[CH:20][CH:19]=1. (8) The yield is 0.260. The product is [CH3:20][N:18]1[CH:19]=[C:15]([CH2:14][N:11]2[CH2:12][CH2:13][N:8]([C:3]3[C:2]([C:32]4[CH:31]=[CH:30][CH:29]=[C:28]([F:27])[C:33]=4[F:34])=[N:7][CH:6]=[CH:5][N:4]=3)[CH2:9][CH2:10]2)[CH:16]=[N:17]1. The reactants are Cl[C:2]1[C:3]([N:8]2[CH2:13][CH2:12][N:11]([CH2:14][C:15]3[CH:16]=[N:17][N:18]([CH3:20])[CH:19]=3)[CH2:10][CH2:9]2)=[N:4][CH:5]=[CH:6][N:7]=1.C(=O)([O-])[O-].[K+].[K+].[F:27][C:28]1[C:33]([F:34])=[CH:32][CH:31]=[CH:30][C:29]=1B(O)O. The catalyst is CN(C)C(=O)C.O.C1C=CC([P]([Pd]([P](C2C=CC=CC=2)(C2C=CC=CC=2)C2C=CC=CC=2)([P](C2C=CC=CC=2)(C2C=CC=CC=2)C2C=CC=CC=2)[P](C2C=CC=CC=2)(C2C=CC=CC=2)C2C=CC=CC=2)(C2C=CC=CC=2)C2C=CC=CC=2)=CC=1. (9) The reactants are C(OC(=O)[NH:7][CH2:8][CH2:9][C:10](=[O:35])[NH:11][C:12]1[CH:13]=[C:14]2[C:19](=[CH:20][CH:21]=1)[N:18]=[CH:17][N:16]=[C:15]2[NH:22][C:23]1[CH:28]=[CH:27][C:26]([C:29]2[CH:34]=[CH:33][CH:32]=[CH:31][CH:30]=2)=[CH:25][CH:24]=1)(C)(C)C.FC(F)(F)C(O)=O. The catalyst is C(Cl)Cl.C(=O)(O)[O-].[Na+]. The product is [NH2:7][CH2:8][CH2:9][C:10]([NH:11][C:12]1[CH:13]=[C:14]2[C:19](=[CH:20][CH:21]=1)[N:18]=[CH:17][N:16]=[C:15]2[NH:22][C:23]1[CH:28]=[CH:27][C:26]([C:29]2[CH:34]=[CH:33][CH:32]=[CH:31][CH:30]=2)=[CH:25][CH:24]=1)=[O:35]. The yield is 0.990. (10) The reactants are [CH3:1][C:2]1[C:6]([CH3:7])=[C:5]([NH:8][C:9](=[O:16])OCC(Cl)(Cl)Cl)[O:4][N:3]=1.[F:17][C:18]1[CH:19]=[C:20]([C:24]2[N:25]=[C:26]([N:29]3[CH2:34][CH2:33][NH:32][CH2:31][CH2:30]3)[S:27][CH:28]=2)[CH:21]=[CH:22][CH:23]=1.C(N(C(C)C)CC)(C)C.O. The catalyst is CS(C)=O. The product is [CH3:1][C:2]1[C:6]([CH3:7])=[C:5]([NH:8][C:9]([N:32]2[CH2:33][CH2:34][N:29]([C:26]3[S:27][CH:28]=[C:24]([C:20]4[CH:21]=[CH:22][CH:23]=[C:18]([F:17])[CH:19]=4)[N:25]=3)[CH2:30][CH2:31]2)=[O:16])[O:4][N:3]=1. The yield is 0.427.